From a dataset of Reaction yield outcomes from USPTO patents with 853,638 reactions. Predict the reaction yield, written as a fraction of the theoretical maximum amount of product (1.0 means a 100% yield; for example, 0.34 means a 34% yield). The reactants are [CH2:1]([C:5]1[N:6]=[C:7]([CH:27]2[CH2:29][CH2:28]2)[NH:8][C:9](=[O:26])[C:10]=1[CH2:11][C:12]1[CH:17]=[CH:16][C:15]([C:18]2[C:19]([C:24]#[N:25])=[CH:20][CH:21]=[CH:22][CH:23]=2)=[CH:14][CH:13]=1)[CH2:2][CH2:3][CH3:4].[CH2:30]([O:32][C:33]1[CH:38]=[CH:37][C:36](B(O)O)=[CH:35][CH:34]=1)[CH3:31].N1C=CC=CC=1.C(N(CC)CC)C. The catalyst is C(OCC)(=O)C.C([O-])(=O)C.[Cu+2].C([O-])(=O)C.ClCCl. The product is [CH2:1]([C:5]1[N:6]=[C:7]([CH:27]2[CH2:28][CH2:29]2)[N:8]([C:36]2[CH:37]=[CH:38][C:33]([O:32][CH2:30][CH3:31])=[CH:34][CH:35]=2)[C:9](=[O:26])[C:10]=1[CH2:11][C:12]1[CH:17]=[CH:16][C:15]([C:18]2[C:19]([C:24]#[N:25])=[CH:20][CH:21]=[CH:22][CH:23]=2)=[CH:14][CH:13]=1)[CH2:2][CH2:3][CH3:4]. The yield is 0.840.